This data is from Peptide-MHC class I binding affinity with 185,985 pairs from IEDB/IMGT. The task is: Regression. Given a peptide amino acid sequence and an MHC pseudo amino acid sequence, predict their binding affinity value. This is MHC class I binding data. (1) The MHC is HLA-A03:01 with pseudo-sequence HLA-A03:01. The peptide sequence is VEMGIKNGP. The binding affinity (normalized) is 0.0847. (2) The peptide sequence is WMRGRGRAL. The MHC is HLA-B08:02 with pseudo-sequence HLA-B08:02. The binding affinity (normalized) is 0.155. (3) The peptide sequence is FVYSVSFHK. The MHC is HLA-B83:01 with pseudo-sequence HLA-B83:01. The binding affinity (normalized) is 0.213. (4) The peptide sequence is RPDTRHLRV. The MHC is HLA-A03:01 with pseudo-sequence HLA-A03:01. The binding affinity (normalized) is 0. (5) The peptide sequence is STLQEQIGW. The MHC is HLA-B58:02 with pseudo-sequence HLA-B58:02. The binding affinity (normalized) is 0.0462. (6) The peptide sequence is QLIIQAFEA. The MHC is HLA-A68:02 with pseudo-sequence HLA-A68:02. The binding affinity (normalized) is 0.344. (7) The peptide sequence is SANRDVLML. The MHC is H-2-Kb with pseudo-sequence H-2-Kb. The binding affinity (normalized) is 0.123.